From a dataset of Reaction yield outcomes from USPTO patents with 853,638 reactions. Predict the reaction yield, written as a fraction of the theoretical maximum amount of product (1.0 means a 100% yield; for example, 0.34 means a 34% yield). (1) The reactants are [Br:1][C:2]1[N:7]2[CH:8]=[N:9][N:10]=[C:6]2[C:5]([O:11]C)=[N:4][CH:3]=1.Cl. The catalyst is CC(O)=O. The product is [Br:1][C:2]1[N:7]2[CH:8]=[N:9][N:10]=[C:6]2[C:5](=[O:11])[NH:4][CH:3]=1. The yield is 0.850. (2) The yield is 0.900. The catalyst is C1COCC1. The reactants are [F-].C([N+](CCCC)(CCCC)CCCC)CCC.[F:19][C:20]([F:30])([F:29])[C:21]1[CH:28]=[CH:27][CH:26]=[CH:25][C:22]=1[CH:23]=[O:24].[F:31][C:32]([Si](C)(C)C)([F:34])[F:33].Cl. The product is [F:19][C:20]([F:29])([F:30])[C:21]1[CH:28]=[CH:27][CH:26]=[CH:25][C:22]=1[CH:23]([OH:24])[C:32]([F:34])([F:33])[F:31]. (3) The product is [CH3:8][C:5]1[CH:6]=[CH:7][C:2]2[NH:1][CH2:23][CH:17]([C:18]([O:20][CH2:21][CH3:22])=[O:19])[O:9][C:3]=2[CH:4]=1. The yield is 0.473. The catalyst is CC(C)=O. The reactants are [NH2:1][C:2]1[CH:7]=[CH:6][C:5]([CH3:8])=[CH:4][C:3]=1[OH:9].C([O-])([O-])=O.[K+].[K+].Br[CH:17]([CH2:23]Br)[C:18]([O:20][CH2:21][CH3:22])=[O:19]. (4) The reactants are C([N:4]1[C:12]2[CH:11]=[C:10]([Br:13])[CH:9]=[C:8]([C:14]([O:16][CH3:17])=[O:15])[C:7]=2[CH:6]=[N:5]1)(=O)C. The catalyst is CO.Cl. The product is [Br:13][C:10]1[CH:9]=[C:8]([C:14]([O:16][CH3:17])=[O:15])[C:7]2[CH:6]=[N:5][NH:4][C:12]=2[CH:11]=1. The yield is 0.717. (5) The reactants are [NH2:1][CH2:2][C:3]1[CH:16]=[CH:15][C:14]2[O:13][C:12]3[C:7]4=[C:8]([C:17](=[O:20])[NH:18][N:19]=[C:6]4[C:5]=2[CH:4]=1)[CH:9]=[CH:10][CH:11]=3.[P:21](Cl)([O:26][CH2:27][CH3:28])([O:23][CH2:24][CH3:25])=[O:22]. The catalyst is CN(C=O)C. The product is [CH2:24]([O:23][P:21]([NH:1][CH2:2][C:3]1[CH:16]=[CH:15][C:14]2[O:13][C:12]3[C:7]4=[C:8]([C:17](=[O:20])[NH:18][N:19]=[C:6]4[C:5]=2[CH:4]=1)[CH:9]=[CH:10][CH:11]=3)(=[O:22])[O:26][CH2:27][CH3:28])[CH3:25]. The yield is 0.500. (6) The reactants are [CH:1]1([S:4]([C:7]2[CH:12]=[CH:11][C:10]([CH:13]([C:21]3[NH:25][C:24]([C:26]4[N:31]=[CH:30][C:29](C=O)=[CH:28][CH:27]=4)=[CH:23][CH:22]=3)[CH2:14][CH:15]3[CH2:20][CH2:19][O:18][CH2:17][CH2:16]3)=[CH:9][CH:8]=2)(=[O:6])=[O:5])[CH2:3][CH2:2]1.[CH3:34][NH:35][CH2:36][CH2:37][OH:38].[C:39](O[BH-](OC(=O)C)OC(=O)C)(=O)C.[Na+]. The catalyst is ClCCCl.C(OCC)(=O)C. The product is [CH:1]1([S:4]([C:7]2[CH:12]=[CH:11][C:10]([CH:13]([C:21]3[NH:25][C:24]([C:26]4[N:31]=[CH:30][C:29]([CH2:34][N:35]([CH3:39])[CH2:36][CH2:37][OH:38])=[CH:28][CH:27]=4)=[CH:23][CH:22]=3)[CH2:14][CH:15]3[CH2:20][CH2:19][O:18][CH2:17][CH2:16]3)=[CH:9][CH:8]=2)(=[O:5])=[O:6])[CH2:2][CH2:3]1. The yield is 0.800. (7) The reactants are [CH3:1][C:2]1[CH:6]=[C:5]([CH3:7])[NH:4][N:3]=1.[Cl:8][S:9](O)(=[O:11])=[O:10].S(Cl)(Cl)=O.ClCCl. The catalyst is C(Cl)(Cl)Cl. The product is [CH3:1][C:2]1[C:6]([S:9]([Cl:8])(=[O:11])=[O:10])=[C:5]([CH3:7])[NH:4][N:3]=1. The yield is 0.420.